This data is from Catalyst prediction with 721,799 reactions and 888 catalyst types from USPTO. The task is: Predict which catalyst facilitates the given reaction. (1) Reactant: [Cl:1][C:2]1[C:11]2[C:6](=[CH:7][C:8]([CH3:21])=[C:9]([S:12]([CH:15]3[CH2:20][CH2:19][O:18][CH2:17][CH2:16]3)(=[O:14])=[O:13])[CH:10]=2)[N:5]=[CH:4][CH:3]=1.[Li+].[CH3:23][Si]([N-][Si](C)(C)C)(C)C.CI.[Cl-].[NH4+]. Product: [Cl:1][C:2]1[C:11]2[C:6](=[CH:7][C:8]([CH3:21])=[C:9]([S:12]([C:15]3([CH3:23])[CH2:20][CH2:19][O:18][CH2:17][CH2:16]3)(=[O:13])=[O:14])[CH:10]=2)[N:5]=[CH:4][CH:3]=1. The catalyst class is: 1. (2) Reactant: [Cl:1][C:2]1[CH:3]=[C:4]([N:19]([S:23]([C:26]2[CH:31]=[CH:30][C:29]([Cl:32])=[C:28]([C:33]([F:36])([F:35])[F:34])[CH:27]=2)(=[O:25])=[O:24])COC)[C:5]([C:8]([C:10]2[CH:18]=[CH:17][CH:16]=[CH:15][C:11]=2[C:12]([OH:14])=[O:13])=[O:9])=[N:6][CH:7]=1.O. Product: [Cl:1][C:2]1[CH:3]=[C:4]([NH:19][S:23]([C:26]2[CH:31]=[CH:30][C:29]([Cl:32])=[C:28]([C:33]([F:36])([F:35])[F:34])[CH:27]=2)(=[O:24])=[O:25])[C:5]([C:8]([C:10]2[CH:18]=[CH:17][CH:16]=[CH:15][C:11]=2[C:12]([OH:14])=[O:13])=[O:9])=[N:6][CH:7]=1. The catalyst class is: 89.